This data is from Experimentally validated miRNA-target interactions with 360,000+ pairs, plus equal number of negative samples. The task is: Binary Classification. Given a miRNA mature sequence and a target amino acid sequence, predict their likelihood of interaction. (1) The miRNA is hsa-miR-302c-5p with sequence UUUAACAUGGGGGUACCUGCUG. The protein sequence of the target gene is MESKRPRLLEEADKQKKTVRVGLNAPSMLRKNQLGFLRFANYCRIARELRVSCMQRKKVQIHSWDPSSLASDRFNRILANTNTDQLFTVNQVEAGGSKYGIITMRGLTTPELRVYPHKTLYVPNRKVNSMCWASLNHLDSHLLLCFVGLADTPSCAVLLPASLFIGSFPGMRRPGMLCSFQIPDAWSCAWSLSIHAYHSFSTGLSQQVLLTNVVTGHQQSFGTSSDVLAQQFAIMTPLLFNGCRSGEIFGIDLRCGNQGSGWKAICLSHDSAVTSLQILQDGQFLVSSDMTGTIKLWDLR.... Result: 0 (no interaction). (2) The miRNA is hsa-miR-181b-3p with sequence CUCACUGAACAAUGAAUGCAA. The protein sequence of the target gene is MAGLKRRASQVWPEEHGEQEHGLYSLHRMFDIVGTHLTHRDVRVLSFLFVDVIDDHERGLIRNGRDFLLALERQGRCDESNFRQVLQLLRIITRHDLLPYVTLKRRRAVCPDLVDKYLEETSIRYVTPRALSDPEPRPPQPSKTVPPHYPVVCCPTSGPQMCSKRPARGRATLGSQRKRRKSVTPDPKEKQTCDIRLRVRAEYCQHETALQGNVFSNKQDPLERQFERFNQANTILKSRDLGSIICDIKFSELTYLDAFWRDYINGSLLEALKGVFITDSLKQAVGHEAIKLLVNVDEED.... Result: 0 (no interaction). (3) The miRNA is hsa-miR-7156-5p with sequence UUGUUCUCAAACUGGCUGUCAGA. The protein sequence of the target gene is MALTRPVRLFSLVTRLLLAPRRGLTVRSPDEPLPVVRIPVALQRQLEQRQSRRRNLPRPVLVRPGPLLVSARRPELNQPARLTLGRWERAPLASQGWKSRRARRDHFSIERAQQEAPAVRKLSSKGSFADLGLEPRVLHALQEAAPEVVQPTTVQSSTIPSLLRGRHVVCAAETGSGKTLSYLLPLLQRLLGQPSLDSLPIPAPRGLVLVPSRELAQQVRAVAQPLGRSLGLLVRDLEGGHGMRRIRLQLSRQPSADVLVATPGALWKALKSRLISLEQLSFLVLDEADTLLDESFLELV.... Result: 0 (no interaction). (4) The protein sequence of the target gene is MAFMVKSMVGGQLKNLTGSLGGGEDKGDGDKSAAEAQGMSREEYEEYQKQLVEEKMERDAQFTQRKAERATLRSHFRDKYRLPKNETDESQIQLAGGDVELPRELAKMIEEDTEEEEDKASVLGQLASLPGLDLSSLKDKAQTTLGDLKQSAEKCHIM. Result: 0 (no interaction). The miRNA is rno-miR-383-5p with sequence CAGAUCAGAAGGUGACUGUGG. (5) The miRNA is hsa-miR-3612 with sequence AGGAGGCAUCUUGAGAAAUGGA. The protein sequence of the target gene is MSASASVGGPVPQPPPGPAAALPPGSAARALHVELPSQQRRLRHLRNIAARNIVNRNGHQLLDTYFTLHLCSTEKIYKEFYRSEVIKNSLNPTWRSLDFGIMPDRLDTSVSCFVVKIWGGKENIYQLLIEWKVCLDGLKYLGQQIHARNQNEIIFGLNDGYYGAPFEHKGYSNAQKTILLQVDQNCVRNSYDVFSLLRLHRAQCAIKQTQVTVQKIGKEIEEKLRLTSTSNELKKKSECLQLKILVLQNELERQKKALGREVALLHKQQIALQDKGSAFSAEHLKLQLQKESLNELRKEC.... Result: 0 (no interaction). (6) The miRNA is hsa-miR-656-3p with sequence AAUAUUAUACAGUCAACCUCU. The protein sequence of the target gene is MNIDVEFHIRHNYPWSKLPTNVKQSLGNSQREYEKQVVLYSIRNQLRYRNNLVKHVKKDERKYYEELLKYSRDHLMLYPYHLSDIMVKGLRITPFSYYAGIMEDIMNSEKSYDSLPNFTAADCLRLLGIGRNQYIDLMNQCRSSKKFFRRKTARDLLPMKPVEIAIEAWWVVQAGYITEDDIKICTFPEKGAIDKIIDSGPQLSGSLDYNVVHSLYNKGFIYLDVPISDDSCIAVPPLEGFVMNRVQGDYFETLLYKIFVSIDEHTNVAELANVLEIDLSLVKNAVSMYCRLGFAHKKGQ.... Result: 0 (no interaction). (7) The miRNA is dre-miR-125b-5p with sequence UCCCUGAGACCCUAACUUGUGA. The protein sequence of the target gene is MDVDSEEKRHRTRSKGVRVPVEPAIQELFSCPTPGCDGSGHVSGKYARHRSVYGCPLAKKRKTQDKQPQEPAPKRKPFAVKADSSSVDECYESDGTEDMDDKEEDDDEEFSEDNDEQGDDDDEDEVDREDEEEIEEEDDEEDDDDEDGDDVEEEEEDDDEEEEEEEEEEENEDHQMSCTRIMQDTDKDDNNNDEYDNYDELVAKSLLNLGKIAEDAAYRARTESEMNSNTSNSLEDDSDKNENLGRKSELSLDLDSDVVRETVDSLKLLAQGHGVVLSENISDRSYAEGMSQQDSRNMNY.... Result: 0 (no interaction). (8) The miRNA is hsa-miR-4786-3p with sequence UGAAGCCAGCUCUGGUCUGGGC. The protein sequence of the target gene is MARRSQSSSQGDNPLAPGYLPPHYKEYYRLAVDALAEGGSEAYSRFLATEGAPDFLCPEELEHVSRHLRPPQYVTREPPEGSLLDVDMDGSSGTYWPVNSDQAVPELDLGWPLTFGFQGTEVTTLVQPPPPDSPSIKDEARRMIRSAQQVVAVVMDMFTDVDLLSEVLEAAARRVPVYILLDEMNAQHFLDMADKCRVNLQHVDFLRVRTVAGPTYYCRTGKSFKGHVKEKFLLVDCAVVMSGSYSFMWSFEKIHRSLAHVFQGELVSSFDEEFRILFAQSEPLVPSAAALARMDAYALA.... Result: 1 (interaction). (9) The miRNA is hsa-miR-615-3p with sequence UCCGAGCCUGGGUCUCCCUCUU. The protein sequence of the target gene is MPKRKKQNHHQPPTQQQPPLPEREETGDEEDGSPIGPPSLLGPPPMANGKPGDPKSALHRGPPGSRGPLIPPLLSLPPPPWGRGPIRRGLGPRSSPYGRGWWGVNAEPPFPGPGHGGPTRGSFHKEQRNPRRLKSWSLIKNTCPPKDDPQVMEDKSDRPVCRHFAKKGHCRYEDLCAFYHPGVNGPPL. Result: 1 (interaction). (10) The miRNA is hsa-miR-558 with sequence UGAGCUGCUGUACCAAAAU. The protein sequence of the target gene is MELLTFRDVAIEFSPEEWKCLDPDQQNLYRDVMLENYRNLVSLGVAISNPDLVTCLEQRKEPYNVKIHKIVARPPAMCSHFTQDHWPVQGIEDSFHKLILRRYEKCGHDNLQLRKGCKSLNECKLQKGGYNEFNECLSTTQSKILQCKASVKVVSKFSNSNKRKTRHTGEKHFKECGKSFQKFSHLTQHKVIHAGEKPYTCEECGKAFKWSLIFNEHKRIHTGEKPFTCEECGSIFTTSSHFAKHKIIHTGEKPYKCEECGKAFNRFTTLTKHKRIHAGEKPITCEECRKIFTSSSNFAK.... Result: 1 (interaction).